From a dataset of Catalyst prediction with 721,799 reactions and 888 catalyst types from USPTO. Predict which catalyst facilitates the given reaction. (1) Reactant: [CH2:1]([N:8]1[CH2:13][CH:12]([O:14][Si](C(C)(C)C)(C)C)[CH2:11][CH:10]([NH:22][C:23](=[O:29])[O:24][C:25]([CH3:28])([CH3:27])[CH3:26])[C:9]1=[O:30])[C:2]1[CH:7]=[CH:6][CH:5]=[CH:4][CH:3]=1.[F-].C([N+](CCCC)(CCCC)CCCC)CCC. Product: [CH2:1]([N:8]1[CH2:13][CH:12]([OH:14])[CH2:11][CH:10]([NH:22][C:23](=[O:29])[O:24][C:25]([CH3:26])([CH3:27])[CH3:28])[C:9]1=[O:30])[C:2]1[CH:3]=[CH:4][CH:5]=[CH:6][CH:7]=1. The catalyst class is: 49. (2) Reactant: [CH2:1]([O:3][C:4]([C:6]1[C:10]([C:11]2[C:20]3[C:15](=[CH:16][CH:17]=[CH:18][CH:19]=3)[N:14]=[CH:13][CH:12]=2)=[C:9]([C:21]2[CH:26]=[CH:25][CH:24]=[CH:23][N:22]=2)[NH:8][N:7]=1)=[O:5])[CH3:2].BrCCO.C(=O)([O-])[O-].[Cs+].[Cs+].C(OCC)(=O)C. Product: [N:22]1[CH:23]=[CH:24][CH:25]=[CH:26][C:21]=1[C:9]1[C:10]([C:11]2[C:20]3[C:15](=[CH:16][CH:17]=[CH:18][CH:19]=3)[N:14]=[CH:13][CH:12]=2)=[C:6]2[C:4](=[O:5])[O:3][CH2:1][CH2:2][N:7]2[N:8]=1. The catalyst class is: 9.